The task is: Regression. Given a peptide amino acid sequence and an MHC pseudo amino acid sequence, predict their binding affinity value. This is MHC class I binding data.. This data is from Peptide-MHC class I binding affinity with 185,985 pairs from IEDB/IMGT. (1) The peptide sequence is ETESATLFT. The MHC is HLA-A02:19 with pseudo-sequence HLA-A02:19. The binding affinity (normalized) is 0.0847. (2) The peptide sequence is WFGHLASDW. The MHC is HLA-A02:06 with pseudo-sequence HLA-A02:06. The binding affinity (normalized) is 0.0847. (3) The peptide sequence is LLDSYFVVK. The MHC is HLA-A68:01 with pseudo-sequence HLA-A68:01. The binding affinity (normalized) is 0.295. (4) The peptide sequence is VTFLLLCGR. The MHC is HLA-A68:01 with pseudo-sequence HLA-A68:01. The binding affinity (normalized) is 0.757. (5) The peptide sequence is FPKAGLLII. The MHC is HLA-B35:01 with pseudo-sequence HLA-B35:01. The binding affinity (normalized) is 0.337. (6) The peptide sequence is YPLTFGWCF. The MHC is HLA-A02:02 with pseudo-sequence HLA-A02:02. The binding affinity (normalized) is 0.